This data is from Full USPTO retrosynthesis dataset with 1.9M reactions from patents (1976-2016). The task is: Predict the reactants needed to synthesize the given product. (1) Given the product [CH:16]([O:19][C:20]1[CH:28]=[CH:27][C:23]([C:24]([N:1]2[CH2:6][CH2:5][C:4]3([CH2:15][CH2:14][C:13]4[C:8](=[CH:9][CH:10]=[CH:11][CH:12]=4)[O:7]3)[CH2:3][CH2:2]2)=[O:25])=[CH:22][C:21]=1[CH3:29])([CH3:18])[CH3:17], predict the reactants needed to synthesize it. The reactants are: [NH:1]1[CH2:6][CH2:5][C:4]2([CH2:15][CH2:14][C:13]3[C:8](=[CH:9][CH:10]=[CH:11][CH:12]=3)[O:7]2)[CH2:3][CH2:2]1.[CH:16]([O:19][C:20]1[CH:28]=[CH:27][C:23]([C:24](O)=[O:25])=[CH:22][C:21]=1[CH3:29])([CH3:18])[CH3:17].CN(C(ON1N=NC2C=CC=NC1=2)=[N+](C)C)C.F[P-](F)(F)(F)(F)F.C(N(CC)CC)C. (2) Given the product [Cl:8][C:4]1[CH:5]=[N:6][CH:7]=[C:2]([C:10]2[O:9][CH:13]=[CH:12][CH:11]=2)[N:3]=1, predict the reactants needed to synthesize it. The reactants are: Cl[C:2]1[CH:7]=[N:6][CH:5]=[C:4]([Cl:8])[N:3]=1.[O:9]1[CH:13]=[CH:12][CH:11]=[C:10]1B(O)O.C([O-])([O-])=O.[Na+].[Na+]. (3) The reactants are: [CH:1]1([C:7]2[C:15]3[C:10](=[CH:11][C:12]([C:16]([O:18][CH3:19])=[O:17])=[CH:13][CH:14]=3)[NH:9][C:8]=2[C:20]2[CH:25]=[CH:24][CH:23]=[CH:22][C:21]=2[OH:26])[CH2:6][CH2:5][CH2:4][CH2:3][CH2:2]1.[F-].[Cs+].[N+](C1C=CC(S(O[CH2:42][C@H:43]2[CH2:45][N:44]2[C:46]([O:48][C:49]([CH3:52])([CH3:51])[CH3:50])=[O:47])(=O)=O)=CC=1)([O-])=O.CC([O-])(C)C.[K+]. Given the product [C:49]([O:48][C:46]([NH:44][C@@H:43]1[CH2:45][N:9]2[C:10]3[CH:11]=[C:12]([C:16]([O:18][CH3:19])=[O:17])[CH:13]=[CH:14][C:15]=3[C:7]([CH:1]3[CH2:6][CH2:5][CH2:4][CH2:3][CH2:2]3)=[C:8]2[C:20]2[CH:25]=[CH:24][CH:23]=[CH:22][C:21]=2[O:26][CH2:42]1)=[O:47])([CH3:52])([CH3:51])[CH3:50], predict the reactants needed to synthesize it. (4) The reactants are: [CH3:1][S:2]([C:5]1[CH:6]=[C:7]([CH:11]=[CH:12][CH:13]=1)[C:8](O)=[O:9])(=[O:4])=[O:3].[H-].[Al+3].[Li+].[H-].[H-].[H-].O. Given the product [CH3:1][S:2]([C:5]1[CH:6]=[C:7]([CH2:8][OH:9])[CH:11]=[CH:12][CH:13]=1)(=[O:3])=[O:4], predict the reactants needed to synthesize it. (5) Given the product [I:28][C:2]([CH3:27])([CH3:26])[C:3]([O:5][CH2:6][CH2:7][CH2:8][CH2:9][CH2:10][CH2:11][S:12][CH2:13][CH2:14][CH2:15][Si:16]([O:23][CH2:24][CH3:25])([O:20][CH2:21][CH3:22])[O:17][CH2:18][CH3:19])=[O:4], predict the reactants needed to synthesize it. The reactants are: Br[C:2]([CH3:27])([CH3:26])[C:3]([O:5][CH2:6][CH2:7][CH2:8][CH2:9][CH2:10][CH2:11][S:12][CH2:13][CH2:14][CH2:15][Si:16]([O:23][CH2:24][CH3:25])([O:20][CH2:21][CH3:22])[O:17][CH2:18][CH3:19])=[O:4].[I-:28].[Na+]. (6) Given the product [F:10][C:4]1[CH:3]=[C:2]([C:18]2[CH:19]=[N:20][CH:21]=[C:16]([CH:17]=2)[C:14]([O:13][CH3:12])=[O:15])[CH:7]=[CH:6][C:5]=1[CH:8]=[CH2:9], predict the reactants needed to synthesize it. The reactants are: Br[C:2]1[CH:7]=[CH:6][C:5]([CH:8]=[CH2:9])=[C:4]([F:10])[CH:3]=1.Cl.[CH3:12][O:13][C:14]([C:16]1[CH:17]=[C:18](B(O)O)[CH:19]=[N:20][CH:21]=1)=[O:15].Cl.C(=O)([O-])[O-].[K+].[K+].